Dataset: NCI-60 drug combinations with 297,098 pairs across 59 cell lines. Task: Regression. Given two drug SMILES strings and cell line genomic features, predict the synergy score measuring deviation from expected non-interaction effect. (1) Drug 1: CC12CCC3C(C1CCC2O)C(CC4=C3C=CC(=C4)O)CCCCCCCCCS(=O)CCCC(C(F)(F)F)(F)F. Drug 2: C1=NC2=C(N=C(N=C2N1C3C(C(C(O3)CO)O)F)Cl)N. Cell line: SNB-75. Synergy scores: CSS=-2.38, Synergy_ZIP=1.60, Synergy_Bliss=-0.0622, Synergy_Loewe=-4.59, Synergy_HSA=-3.82. (2) Drug 1: CCC1=C2CN3C(=CC4=C(C3=O)COC(=O)C4(CC)O)C2=NC5=C1C=C(C=C5)O. Drug 2: C1=NNC2=C1C(=O)NC=N2. Cell line: OVCAR3. Synergy scores: CSS=16.4, Synergy_ZIP=-9.96, Synergy_Bliss=-8.65, Synergy_Loewe=-20.0, Synergy_HSA=-8.51. (3) Drug 1: CC(C)CN1C=NC2=C1C3=CC=CC=C3N=C2N. Drug 2: C(CCl)NC(=O)N(CCCl)N=O. Cell line: TK-10. Synergy scores: CSS=1.66, Synergy_ZIP=-2.78, Synergy_Bliss=-3.64, Synergy_Loewe=-2.29, Synergy_HSA=-2.24. (4) Drug 1: C1=CC(=C2C(=C1NCCNCCO)C(=O)C3=C(C=CC(=C3C2=O)O)O)NCCNCCO. Drug 2: CS(=O)(=O)OCCCCOS(=O)(=O)C. Cell line: MCF7. Synergy scores: CSS=22.9, Synergy_ZIP=-6.48, Synergy_Bliss=-3.12, Synergy_Loewe=-17.5, Synergy_HSA=-1.25. (5) Drug 1: CC(CN1CC(=O)NC(=O)C1)N2CC(=O)NC(=O)C2. Drug 2: CCC1(CC2CC(C3=C(CCN(C2)C1)C4=CC=CC=C4N3)(C5=C(C=C6C(=C5)C78CCN9C7C(C=CC9)(C(C(C8N6C)(C(=O)OC)O)OC(=O)C)CC)OC)C(=O)OC)O.OS(=O)(=O)O. Cell line: SF-295. Synergy scores: CSS=33.7, Synergy_ZIP=-12.7, Synergy_Bliss=-3.89, Synergy_Loewe=-1.72, Synergy_HSA=0.880. (6) Drug 1: CN(C)C1=NC(=NC(=N1)N(C)C)N(C)C. Drug 2: CN1C(=O)N2C=NC(=C2N=N1)C(=O)N. Cell line: SF-268. Synergy scores: CSS=5.35, Synergy_ZIP=1.77, Synergy_Bliss=10.4, Synergy_Loewe=3.48, Synergy_HSA=4.10.